Dataset: NCI-60 drug combinations with 297,098 pairs across 59 cell lines. Task: Regression. Given two drug SMILES strings and cell line genomic features, predict the synergy score measuring deviation from expected non-interaction effect. Drug 2: CC1=C(C(=O)C2=C(C1=O)N3CC4C(C3(C2COC(=O)N)OC)N4)N. Synergy scores: CSS=73.1, Synergy_ZIP=0.426, Synergy_Bliss=-0.218, Synergy_Loewe=-0.152, Synergy_HSA=0.776. Drug 1: CC1C(C(CC(O1)OC2CC(OC(C2O)C)OC3=CC4=CC5=C(C(=O)C(C(C5)C(C(=O)C(C(C)O)O)OC)OC6CC(C(C(O6)C)O)OC7CC(C(C(O7)C)O)OC8CC(C(C(O8)C)O)(C)O)C(=C4C(=C3C)O)O)O)O. Cell line: LOX IMVI.